Dataset: Forward reaction prediction with 1.9M reactions from USPTO patents (1976-2016). Task: Predict the product of the given reaction. (1) Given the reactants [F:1][C:2]1[CH:3]=[C:4]([C:8](=[N:20]O)[CH2:9][C:10]2[CH:15]=[CH:14][C:13]([C:16]([F:19])([F:18])[F:17])=[CH:12][N:11]=2)[CH:5]=[CH:6][CH:7]=1.CCN(CC)CC.O.C(OCC)(=O)C, predict the reaction product. The product is: [F:1][C:2]1[CH:3]=[C:4]([C:8]2[CH:9]=[C:10]3[CH:15]=[CH:14][C:13]([C:16]([F:19])([F:18])[F:17])=[CH:12][N:11]3[N:20]=2)[CH:5]=[CH:6][CH:7]=1. (2) Given the reactants [OH:1][C:2]1([C:5]([N:7]2[CH2:12][CH2:11][N:10]([C:13]([C:15]3[CH:20]=[CH:19][C:18]([C:21]4[CH:26]=[CH:25][CH:24]=[C:23]([N+:27]([O-])=O)[CH:22]=4)=[CH:17][CH:16]=3)=[O:14])[CH2:9][CH2:8]2)=[O:6])[CH2:4][CH2:3]1.[Cl-].[NH4+], predict the reaction product. The product is: [NH2:27][C:23]1[CH:22]=[C:21]([C:18]2[CH:17]=[CH:16][C:15]([C:13]([N:10]3[CH2:9][CH2:8][N:7]([C:5]([C:2]4([OH:1])[CH2:3][CH2:4]4)=[O:6])[CH2:12][CH2:11]3)=[O:14])=[CH:20][CH:19]=2)[CH:26]=[CH:25][CH:24]=1. (3) Given the reactants [CH3:1][O:2][C:3](=[O:14])[CH2:4][CH2:5][C:6]1[CH:11]=[CH:10][C:9]([OH:12])=[CH:8][C:7]=1[CH3:13].[C:15]([C:23]1[CH:38]=[C:37]([CH2:39][CH3:40])[CH:36]=[CH:35][C:24]=1[O:25][CH2:26][CH2:27][CH:28](OS(C)(=O)=O)[CH3:29])(=[O:22])[C:16]1[CH:21]=[CH:20][CH:19]=[CH:18][CH:17]=1.C(=O)([O-])[O-].[Cs+].[Cs+], predict the reaction product. The product is: [CH3:1][O:2][C:3](=[O:14])[CH2:4][CH2:5][C:6]1[CH:11]=[CH:10][C:9]([O:12][CH:28]([CH3:29])[CH2:27][CH2:26][O:25][C:24]2[CH:35]=[CH:36][C:37]([CH2:39][CH3:40])=[CH:38][C:23]=2[C:15](=[O:22])[C:16]2[CH:21]=[CH:20][CH:19]=[CH:18][CH:17]=2)=[CH:8][C:7]=1[CH3:13]. (4) Given the reactants [CH3:1][O:2][C:3]1[CH:12]=[C:11]2[C:6]([CH:7]=[C:8]([C:17]([O:19]CC)=[O:18])[CH:9]([C:13]([F:16])([F:15])[F:14])[O:10]2)=[CH:5][C:4]=1[CH:22]=[CH2:23].[OH-].[Li+].C(O)C.Cl, predict the reaction product. The product is: [CH3:1][O:2][C:3]1[CH:12]=[C:11]2[C:6]([CH:7]=[C:8]([C:17]([OH:19])=[O:18])[CH:9]([C:13]([F:15])([F:16])[F:14])[O:10]2)=[CH:5][C:4]=1[CH:22]=[CH2:23]. (5) Given the reactants [NH2:1][C:2]1[N:3]=[N:4][C:5]([Cl:8])=[CH:6][CH:7]=1.C(N(CC)CC)C.Cl[C:17](=[O:22])[C:18]([O:20][CH3:21])=[O:19].O, predict the reaction product. The product is: [CH3:21][O:20][C:18](=[O:19])[C:17]([NH:1][C:2]1[N:3]=[N:4][C:5]([Cl:8])=[CH:6][CH:7]=1)=[O:22]. (6) Given the reactants [CH:1]1([N:6]2[CH2:12][C:11]([F:14])([F:13])[C:10](=[O:15])[N:9]([CH3:16])[C:8]3[CH:17]=[N:18][C:19]([NH:21][C:22]4[CH:30]=[CH:29][C:25]([C:26](O)=[O:27])=[CH:24][C:23]=4[O:31][CH3:32])=[N:20][C:7]2=3)[CH2:5][CH2:4][CH2:3][CH2:2]1.F[P-](F)(F)(F)(F)F.CN(C(N(C)C)=[N+]1C2C(=NC=CC=2)[N+]([O-])=N1)C.C(N(C(C)C)C(C)C)C.[NH2:66][CH2:67][CH2:68][CH2:69][CH2:70][OH:71], predict the reaction product. The product is: [CH:1]1([N:6]2[CH2:12][C:11]([F:14])([F:13])[C:10](=[O:15])[N:9]([CH3:16])[C:8]3[CH:17]=[N:18][C:19]([NH:21][C:22]4[CH:30]=[CH:29][C:25]([C:26]([NH:66][CH2:67][CH2:68][CH2:69][CH2:70][OH:71])=[O:27])=[CH:24][C:23]=4[O:31][CH3:32])=[N:20][C:7]2=3)[CH2:2][CH2:3][CH2:4][CH2:5]1. (7) Given the reactants [Cl:1][CH2:2][C:3]([N:5]1[CH2:9][CH2:8][CH2:7][CH2:6]1)=[O:4].[CH3:10][N:11]1[CH:15]=[CH:14][N:13]=[C:12]1[CH3:16].C(#N)C, predict the reaction product. The product is: [Cl-:1].[N:5]1([C:3](=[O:4])[CH2:2][N:13]2[CH:14]=[CH:15][N+:11]([CH3:10])=[C:12]2[CH3:16])[CH2:9][CH2:8][CH2:7][CH2:6]1. (8) Given the reactants [Cl:1][C:2]1[CH:8]=[C:7]([O:9][C:10]2[C:19]3[C:14](=[CH:15][C:16]([O:22][CH3:23])=[C:17]([O:20][CH3:21])[CH:18]=3)[N:13]=[CH:12][CH:11]=2)[CH:6]=[CH:5][C:3]=1[NH2:4].Cl[C:25](Cl)([O:27]C(=O)OC(Cl)(Cl)Cl)Cl.[NH2:36][C:37]1[CH:42]=[CH:41][C:40]([Cl:43])=[CH:39][N:38]=1.CO, predict the reaction product. The product is: [Cl:1][C:2]1[CH:8]=[C:7]([O:9][C:10]2[C:19]3[C:14](=[CH:15][C:16]([O:22][CH3:23])=[C:17]([O:20][CH3:21])[CH:18]=3)[N:13]=[CH:12][CH:11]=2)[CH:6]=[CH:5][C:3]=1[NH:4][C:25]([NH:36][C:37]1[CH:42]=[CH:41][C:40]([Cl:43])=[CH:39][N:38]=1)=[O:27].